From a dataset of Peptide-MHC class I binding affinity with 185,985 pairs from IEDB/IMGT. Regression. Given a peptide amino acid sequence and an MHC pseudo amino acid sequence, predict their binding affinity value. This is MHC class I binding data. (1) The peptide sequence is CTPPALNCY. The MHC is HLA-A30:02 with pseudo-sequence HLA-A30:02. The binding affinity (normalized) is 0.217. (2) The peptide sequence is YIVGANIET. The MHC is HLA-A02:03 with pseudo-sequence HLA-A02:03. The binding affinity (normalized) is 0.158. (3) The peptide sequence is VIVPDIKLDA. The MHC is HLA-A02:03 with pseudo-sequence HLA-A02:03. The binding affinity (normalized) is 0.0785. (4) The peptide sequence is RQRAVRMVL. The MHC is HLA-B07:02 with pseudo-sequence HLA-B07:02. The binding affinity (normalized) is 0.261. (5) The peptide sequence is RRNRKALWL. The MHC is HLA-A26:02 with pseudo-sequence HLA-A26:02. The binding affinity (normalized) is 0.0847. (6) The peptide sequence is SWPWQIEYI. The MHC is Mamu-A01 with pseudo-sequence Mamu-A01. The binding affinity (normalized) is 0.804.